From a dataset of Reaction yield outcomes from USPTO patents with 853,638 reactions. Predict the reaction yield, written as a fraction of the theoretical maximum amount of product (1.0 means a 100% yield; for example, 0.34 means a 34% yield). (1) The reactants are [CH3:1][O:2][C:3]1[CH:4]=[C:5]([NH:14][C:15](=[O:29])[C@H:16]([NH:21][C:22](=[O:28])[O:23][C:24]([CH3:27])([CH3:26])[CH3:25])[CH2:17][CH:18]([CH3:20])[CH3:19])[CH:6]=[CH:7][C:8]=1[C:9]1[O:13][CH:12]=[N:11][CH:10]=1.[OH-].[Ba+2].[OH-].I[CH2:34][CH3:35].CCOCC. The catalyst is CN(C=O)C.O. The product is [CH2:34]([N:14]([C:5]1[CH:6]=[CH:7][C:8]([C:9]2[O:13][CH:12]=[N:11][CH:10]=2)=[C:3]([O:2][CH3:1])[CH:4]=1)[C:15](=[O:29])[C@H:16]([NH:21][C:22](=[O:28])[O:23][C:24]([CH3:27])([CH3:26])[CH3:25])[CH2:17][CH:18]([CH3:20])[CH3:19])[CH3:35]. The yield is 0.930. (2) The reactants are [CH:1]([C:4]1[S:5][C:6]([C:9]2([OH:19])[CH2:18][CH2:17][C:12]3(OCC[O:13]3)[CH2:11][CH2:10]2)=[CH:7][N:8]=1)([CH3:3])[CH3:2].C([O-])([O-])=O.[Na+].[Na+]. The catalyst is C1COCC1. The product is [OH:19][C:9]1([C:6]2[S:5][C:4]([CH:1]([CH3:3])[CH3:2])=[N:8][CH:7]=2)[CH2:18][CH2:17][C:12](=[O:13])[CH2:11][CH2:10]1. The yield is 0.980. (3) The reactants are Br[CH2:2][C:3](=O)[C:4]([CH3:7])([CH3:6])[CH3:5].[CH:9]([NH2:11])=O.C(Cl)Cl.CO.[NH4+:17].[OH-]. No catalyst specified. The product is [C:4]([C:3]1[NH:11][CH:9]=[N:17][CH:2]=1)([CH3:7])([CH3:6])[CH3:5]. The yield is 0.210. (4) The yield is 0.470. No catalyst specified. The reactants are Cl[C:2]1[N:3]=[C:4]2[C:9](=[CH:10][CH:11]=1)[N:8]=[CH:7][C:6]([C:12](=[O:14])[CH3:13])=[C:5]2[NH:15][CH:16]1[CH2:21][CH2:20][N:19]([CH3:22])[CH2:18][CH2:17]1.[Cl:23][C:24]1[CH:29]=[C:28](B2OC(C)(C)C(C)(C)O2)[CH:27]=[C:26]([F:39])[C:25]=1[OH:40]. The product is [Cl:23][C:24]1[CH:29]=[C:28]([C:2]2[N:3]=[C:4]3[C:9](=[CH:10][CH:11]=2)[N:8]=[CH:7][C:6]([C:12](=[O:14])[CH3:13])=[C:5]3[NH:15][CH:16]2[CH2:21][CH2:20][N:19]([CH3:22])[CH2:18][CH2:17]2)[CH:27]=[C:26]([F:39])[C:25]=1[OH:40]. (5) The yield is 0.920. The reactants are [Cl:1][C:2]1[C:3]([F:44])=[C:4]([C:9]2[N:10]=[CH:11][N:12]([C@@H:16]3[C:32]4[CH:33]=[C:28]([CH:29]=[CH:30][N:31]=4)[C:27]4[N:26](COCC[Si](C)(C)C)[N:25]=[CH:24][C:23]=4[NH:22][C:21](=[O:42])[C@H:20]([CH3:43])[CH2:19][CH2:18][CH2:17]3)[C:13](=[O:15])[CH:14]=2)[C:5]([F:8])=[CH:6][CH:7]=1.[C:45]([OH:51])([C:47]([F:50])([F:49])[F:48])=[O:46]. The product is [F:48][C:47]([F:50])([F:49])[C:45]([OH:51])=[O:46].[Cl:1][C:2]1[C:3]([F:44])=[C:4]([C:9]2[N:10]=[CH:11][N:12]([C@@H:16]3[C:32]4[CH:33]=[C:28]([CH:29]=[CH:30][N:31]=4)[C:27]4[NH:26][N:25]=[CH:24][C:23]=4[NH:22][C:21](=[O:42])[C@H:20]([CH3:43])[CH2:19][CH2:18][CH2:17]3)[C:13](=[O:15])[CH:14]=2)[C:5]([F:8])=[CH:6][CH:7]=1. The catalyst is C(Cl)Cl. (6) The reactants are [OH:1][C:2]1[CH:9]=[C:8]([OH:10])[CH:7]=[C:6]([CH3:11])[C:3]=1[CH:4]=[O:5].[CH:12](=[O:24])[CH2:13][CH2:14][CH2:15][CH2:16][CH2:17][CH2:18][CH2:19][CH2:20][CH2:21][CH2:22][CH3:23].O.O.[Cl-].[Ca+2].[Cl-].CO.[OH-].[K+].Cl. No catalyst specified. The product is [OH:1][C:2]1[C:9]([CH:12]([OH:24])[CH2:13][CH2:14][CH2:15][CH2:16][CH2:17][CH2:18][CH2:19][CH2:20][CH2:21][CH2:22][CH3:23])=[C:8]([OH:10])[CH:7]=[C:6]([CH3:11])[C:3]=1[CH:4]=[O:5]. The yield is 0.280.